This data is from Aqueous solubility values for 9,982 compounds from the AqSolDB database. The task is: Regression/Classification. Given a drug SMILES string, predict its absorption, distribution, metabolism, or excretion properties. Task type varies by dataset: regression for continuous measurements (e.g., permeability, clearance, half-life) or binary classification for categorical outcomes (e.g., BBB penetration, CYP inhibition). For this dataset (solubility_aqsoldb), we predict Y. (1) The compound is CCCCCCCCCCCCCCCC. The Y is -8.40 log mol/L. (2) The drug is Clc1ccc(I)cc1. The Y is -4.03 log mol/L. (3) The molecule is N=C(N)S(=O)O. The Y is -0.557 log mol/L. (4) The compound is CC(C)OC(=O)C1(S(=O)(=O)c2ccc([N+](=O)[O-])cc2)CCC1. The Y is -3.76 log mol/L. (5) The molecule is O=C[O-].O=C[O-].[Zn+2]. The Y is -0.475 log mol/L. (6) The compound is CC(=O)Oc1ccc2c(c1)CC(=O)N2. The Y is -1.54 log mol/L.